From a dataset of Retrosynthesis with 50K atom-mapped reactions and 10 reaction types from USPTO. Predict the reactants needed to synthesize the given product. (1) Given the product Cc1nc2cc(C(=O)c3cncn3C)ccc2o1, predict the reactants needed to synthesize it. The reactants are: CON(C)C(=O)c1ccc2oc(C)nc2c1.Cn1cncc1Br. (2) Given the product N#Cc1c(N2CCN(C(=O)c3ccco3)CC2)c2cc(Cl)ccc2n(Cc2ccccc2)c1=O, predict the reactants needed to synthesize it. The reactants are: N#Cc1c(N2CCNCC2)c2cc(Cl)ccc2n(Cc2ccccc2)c1=O.O=C(Cl)c1ccco1. (3) The reactants are: Cc1ccc(S(=O)(=O)Cl)cc1.Nc1ccc(C2SC(=O)NC2=O)cc1. Given the product Cc1ccc(S(=O)(=O)Nc2ccc(C3SC(=O)NC3=O)cc2)cc1, predict the reactants needed to synthesize it. (4) Given the product Nc1cccc2c1COC2=O, predict the reactants needed to synthesize it. The reactants are: O=C1OCc2c1cccc2[N+](=O)[O-]. (5) Given the product COC(=O)c1ccc(B2OC(C)(C)C(C)(C)O2)c(C#N)c1, predict the reactants needed to synthesize it. The reactants are: CC1(C)OB(B2OC(C)(C)C(C)(C)O2)OC1(C)C.COC(=O)c1ccc(OS(=O)(=O)C(F)(F)F)c(C#N)c1. (6) Given the product CCOc1nccc2occc12, predict the reactants needed to synthesize it. The reactants are: CCO.Clc1nccc2occc12. (7) Given the product OC1C[C@H]2[C@H](C[C@@H](OC3CCCCO3)[C@@H]2CCC(F)(F)COc2ccccc2)O1, predict the reactants needed to synthesize it. The reactants are: O=C1C[C@H]2[C@H](C[C@@H](OC3CCCCO3)[C@@H]2CCC(F)(F)COc2ccccc2)O1.